From a dataset of Reaction yield outcomes from USPTO patents with 853,638 reactions. Predict the reaction yield, written as a fraction of the theoretical maximum amount of product (1.0 means a 100% yield; for example, 0.34 means a 34% yield). (1) The yield is 1.00. The reactants are [F:1][C:2]([F:7])([F:6])[C:3]([OH:5])=[O:4].[CH2:8]([O:12][C:13]1([C:24]2[CH:29]=[CH:28][CH:27]=[CH:26][C:25]=2[F:30])[CH2:16][N:15](C(OC(C)(C)C)=O)[CH2:14]1)[CH2:9][CH2:10][CH3:11]. The product is [F:1][C:2]([F:7])([F:6])[C:3]([OH:5])=[O:4].[CH2:8]([O:12][C:13]1([C:24]2[CH:29]=[CH:28][CH:27]=[CH:26][C:25]=2[F:30])[CH2:14][NH:15][CH2:16]1)[CH2:9][CH2:10][CH3:11]. The catalyst is ClCCl. (2) The reactants are Cl[C:2]1[CH:11]=[CH:10][C:9]2[CH2:8][CH2:7][N:6]3[C:12]4[CH:13]=[CH:14][CH:15]=[C:16]([F:19])[C:17]=4[CH:18]=[C:5]3[C:4]=2[N:3]=1.[F:20][C:21]1[CH:26]=[CH:25][C:24]([C:27]2[O:28][C:29]3[CH:39]=[C:38]([N:40]([CH3:45])[S:41]([CH3:44])(=[O:43])=[O:42])[C:37](B4OC(C)(C)C(C)(C)O4)=[CH:36][C:30]=3[C:31]=2[C:32]([NH:34][CH3:35])=[O:33])=[CH:23][CH:22]=1. The catalyst is O1CCOCC1.O.[Pd](Cl)Cl.C(P(C(C)(C)C)[C-]1C=CC=C1)(C)(C)C.[C-]1(P(C(C)(C)C)C(C)(C)C)C=CC=C1.[Fe+2]. The product is [F:19][C:16]1[C:17]2[CH:18]=[C:5]3[C:4]4[N:3]=[C:2]([C:37]5[C:38]([N:40]([CH3:45])[S:41]([CH3:44])(=[O:43])=[O:42])=[CH:39][C:29]6[O:28][C:27]([C:24]7[CH:25]=[CH:26][C:21]([F:20])=[CH:22][CH:23]=7)=[C:31]([C:32]([NH:34][CH3:35])=[O:33])[C:30]=6[CH:36]=5)[CH:11]=[CH:10][C:9]=4[CH2:8][CH2:7][N:6]3[C:12]=2[CH:13]=[CH:14][CH:15]=1. The yield is 0.800.